This data is from NCI-60 drug combinations with 297,098 pairs across 59 cell lines. The task is: Regression. Given two drug SMILES strings and cell line genomic features, predict the synergy score measuring deviation from expected non-interaction effect. Drug 1: COC1=C2C(=CC3=C1OC=C3)C=CC(=O)O2. Drug 2: C(CCl)NC(=O)N(CCCl)N=O. Cell line: SR. Synergy scores: CSS=2.65, Synergy_ZIP=-22.1, Synergy_Bliss=-45.5, Synergy_Loewe=-53.8, Synergy_HSA=-43.5.